From a dataset of Forward reaction prediction with 1.9M reactions from USPTO patents (1976-2016). Predict the product of the given reaction. Given the reactants [CH3:1][C:2]1[C:7]([CH3:8])=[C:6]([C:9]#[C:10][Si](C)(C)C)[CH:5]=[CH:4][C:3]=1[N:15]=[C:16]1[S:20][CH2:19][C:18]2([CH2:24][CH2:23][CH2:22][CH2:21]2)[N:17]1[CH2:25][CH:26]([CH3:28])[CH3:27].[OH-].[Na+], predict the reaction product. The product is: [CH3:1][C:2]1[C:7]([CH3:8])=[C:6]([C:9]#[CH:10])[CH:5]=[CH:4][C:3]=1[N:15]=[C:16]1[S:20][CH2:19][C:18]2([CH2:21][CH2:22][CH2:23][CH2:24]2)[N:17]1[CH2:25][CH:26]([CH3:28])[CH3:27].